From a dataset of Forward reaction prediction with 1.9M reactions from USPTO patents (1976-2016). Predict the product of the given reaction. (1) The product is: [CH3:1][O:2][C:3]([C:5]1[C:13]2[C:8](=[CH:9][C:10]([C:25]3[CH:24]=[CH:23][C:22]([OH:35])=[CH:21][C:20]=3[CH3:19])=[CH:11][CH:12]=2)[N:7]([CH:15]([CH3:17])[CH3:16])[C:6]=1[CH3:18])=[O:4]. Given the reactants [CH3:1][O:2][C:3]([C:5]1[C:13]2[C:8](=[CH:9][C:10](Cl)=[CH:11][CH:12]=2)[N:7]([CH:15]([CH3:17])[CH3:16])[C:6]=1[CH3:18])=[O:4].[CH3:19][C:20]1[CH:21]=[C:22]([OH:35])[CH:23]=[CH:24][C:25]=1B1OC(C)(C)C(C)(C)O1.[O-]P([O-])([O-])=O.[K+].[K+].[K+].Cl, predict the reaction product. (2) Given the reactants [F:1][C:2]1[C:3]([C:10]2[CH:19]=[CH:18][C:13]([C:14](OC)=[O:15])=[CH:12][C:11]=2[C:20]2([CH:25]=[CH2:26])[CH2:24][CH2:23][CH2:22][CH2:21]2)=[CH:4][C:5]([O:8][CH3:9])=[N:6][CH:7]=1.[H-].[H-].[H-].[H-].[Li+].[Al+3], predict the reaction product. The product is: [F:1][C:2]1[C:3]([C:10]2[CH:19]=[CH:18][C:13]([CH2:14][OH:15])=[CH:12][C:11]=2[C:20]2([CH:25]=[CH2:26])[CH2:24][CH2:23][CH2:22][CH2:21]2)=[CH:4][C:5]([O:8][CH3:9])=[N:6][CH:7]=1. (3) Given the reactants C1O[C:4]2([CH:9]3[CH2:10][CH2:11][CH:5]2[CH2:6][CH:7]([N:12]2[CH2:17][CH2:16][N:15]([CH2:18][C:19]4[CH:24]=[CH:23][CH:22]=[CH:21][CH:20]=4)[CH2:14][CH2:13]2)[CH2:8]3)OC1.Cl.[Li][CH2:28]CCC.O, predict the reaction product. The product is: [CH2:18]([N:15]1[CH2:16][CH2:17][N:12]([CH:7]2[CH2:8][CH:9]3[C:4](=[CH2:28])[CH:5]([CH2:11][CH2:10]3)[CH2:6]2)[CH2:13][CH2:14]1)[C:19]1[CH:24]=[CH:23][CH:22]=[CH:21][CH:20]=1. (4) Given the reactants [F:1][C:2]1[CH:3]=[C:4]([CH:26]=[CH:27][C:28]=1[O:29][CH3:30])[CH2:5][C:6]1[C:15]2[NH:16][C:17]3[CH:18]=[CH:19][CH:20]=[CH:21][C:22]=3[C:14]=2[C:13]2[C@@H:12]([OH:23])[CH2:11][C:10]([CH3:25])([CH3:24])[CH2:9][C:8]=2[N:7]=1.[CH2:31]([C:37]([OH:39])=[O:38])[C@H:32]([OH:36])[C:33]([OH:35])=[O:34], predict the reaction product. The product is: [C:33]([OH:35])(=[O:34])[CH:32]([CH2:31][C:37]([OH:39])=[O:38])[OH:36].[F:1][C:2]1[CH:3]=[C:4]([CH:26]=[CH:27][C:28]=1[O:29][CH3:30])[CH2:5][C:6]1[C:15]2[NH:16][C:17]3[CH:18]=[CH:19][CH:20]=[CH:21][C:22]=3[C:14]=2[C:13]2[C@H:12]([OH:23])[CH2:11][C:10]([CH3:25])([CH3:24])[CH2:9][C:8]=2[N:7]=1.